Dataset: Forward reaction prediction with 1.9M reactions from USPTO patents (1976-2016). Task: Predict the product of the given reaction. Given the reactants [Br:1][C:2]1[CH:3]=[C:4]([CH:12]=[CH:13][C:14]=1[CH3:15])[C:5]([NH:7][N:8]=[C:9]([CH3:11])[CH3:10])=[O:6].[C:16](OC(=O)C)(=[O:18])[CH3:17], predict the reaction product. The product is: [Br:1][C:2]1[CH:3]=[C:4]([C:5]2[O:6][C:9]([CH3:11])([CH3:10])[N:8]([C:16](=[O:18])[CH3:17])[N:7]=2)[CH:12]=[CH:13][C:14]=1[CH3:15].